This data is from Full USPTO retrosynthesis dataset with 1.9M reactions from patents (1976-2016). The task is: Predict the reactants needed to synthesize the given product. (1) The reactants are: C(O[C:4]([C:6]1[C:7]([OH:22])=[C:8]2[C:14]([C:15]3[CH:20]=[CH:19][C:18]([Cl:21])=[CH:17][CH:16]=3)=[N:13][S:12][C:9]2=[CH:10][N:11]=1)=[O:5])C.[NH2:23][C@@H:24]([C:26]([OH:28])=[O:27])[CH3:25].C[O-].[Na+]. Given the product [Cl:21][C:18]1[CH:17]=[CH:16][C:15]([C:14]2[C:8]3[C:9](=[CH:10][N:11]=[C:6]([C:4]([NH:23][C@H:24]([CH3:25])[C:26]([OH:28])=[O:27])=[O:5])[C:7]=3[OH:22])[S:12][N:13]=2)=[CH:20][CH:19]=1, predict the reactants needed to synthesize it. (2) Given the product [CH3:9][O:10][CH2:11][C@H:12]([OH:13])[CH2:14][CH:6]([CH3:7])[CH2:5][CH2:4][CH:3]=[CH2:8], predict the reactants needed to synthesize it. The reactants are: [Mg].Br[CH:3]([CH3:8])[CH2:4][CH2:5][CH:6]=[CH2:7].[CH3:9][O:10][CH2:11][C@H:12]1[CH2:14][O:13]1. (3) Given the product [CH2:17]([N:24]([CH2:25][CH2:26][OH:27])[C:8](=[O:10])[C:7]1[C:2]([Br:1])=[CH:3][CH:4]=[CH:5][C:6]=1[F:11])[C:18]1[CH:23]=[CH:22][CH:21]=[CH:20][CH:19]=1, predict the reactants needed to synthesize it. The reactants are: [Br:1][C:2]1[C:7]([C:8]([OH:10])=O)=[C:6]([F:11])[CH:5]=[CH:4][CH:3]=1.CN(C)C=O.[CH2:17]([NH:24][CH2:25][CH2:26][OH:27])[C:18]1[CH:23]=[CH:22][CH:21]=[CH:20][CH:19]=1.C(N(CC)CC)C. (4) Given the product [C:29]([C:2]1[CH:3]=[C:4]([C:16]([NH:18][CH2:19][C:20]2[C:21](=[O:28])[NH:22][C:23]([CH3:27])=[CH:24][C:25]=2[CH3:26])=[O:17])[C:5]2[CH:6]=[N:7][N:8]([CH:11]3[CH2:15][CH2:14][CH2:13][CH2:12]3)[C:9]=2[CH:10]=1)#[N:30], predict the reactants needed to synthesize it. The reactants are: Br[C:2]1[CH:3]=[C:4]([C:16]([NH:18][CH2:19][C:20]2[C:21](=[O:28])[NH:22][C:23]([CH3:27])=[CH:24][C:25]=2[CH3:26])=[O:17])[C:5]2[CH:6]=[N:7][N:8]([CH:11]3[CH2:15][CH2:14][CH2:13][CH2:12]3)[C:9]=2[CH:10]=1.[CH3:29][N:30](C)C(=O)C.C([O-])(O)=O.[Na+]. (5) Given the product [Cl:1][C:2]1[CH:7]=[CH:6][C:5]([CH2:8][CH2:9][N:10]([CH2:11][C:12]2[C:13]([C:24]3[CH:28]=[CH:27][S:26][CH:25]=3)=[N:14][C:15]3[C:20]([CH:21]=2)=[CH:19][CH:18]=[C:17]([O:22][CH3:23])[CH:16]=3)[S:30]([CH3:29])(=[O:32])=[O:31])=[CH:4][CH:3]=1, predict the reactants needed to synthesize it. The reactants are: [Cl:1][C:2]1[CH:7]=[CH:6][C:5]([CH2:8][CH2:9][NH:10][CH2:11][C:12]2[C:13]([C:24]3[CH:28]=[CH:27][S:26][CH:25]=3)=[N:14][C:15]3[C:20]([CH:21]=2)=[CH:19][CH:18]=[C:17]([O:22][CH3:23])[CH:16]=3)=[CH:4][CH:3]=1.[CH3:29][S:30](Cl)(=[O:32])=[O:31]. (6) Given the product [CH:7]1([CH:13]([C:12]2[CH:15]=[CH:16][CH:17]=[CH:18][C:11]=2[Cl:10])[NH2:14])[CH2:9][CH2:8]1, predict the reactants needed to synthesize it. The reactants are: C1COCC1.Br[CH:7]1[CH2:9][CH2:8]1.[Cl:10][C:11]1[CH:18]=[CH:17][CH:16]=[CH:15][C:12]=1[C:13]#[N:14].[BH4-].[Na+].